Regression. Given a peptide amino acid sequence and an MHC pseudo amino acid sequence, predict their binding affinity value. This is MHC class I binding data. From a dataset of Peptide-MHC class I binding affinity with 185,985 pairs from IEDB/IMGT. (1) The peptide sequence is YSKIRGAAL. The MHC is HLA-B08:01 with pseudo-sequence HLA-B08:01. The binding affinity (normalized) is 0.695. (2) The peptide sequence is SEIDLILGY. The MHC is HLA-B40:01 with pseudo-sequence HLA-B40:01. The binding affinity (normalized) is 0.501.